This data is from Catalyst prediction with 721,799 reactions and 888 catalyst types from USPTO. The task is: Predict which catalyst facilitates the given reaction. (1) Reactant: [Cl:1][C:2]1[N:7]=[C:6]([Cl:8])[C:5]([Cl:9])=[C:4](Cl)[C:3]=1[Cl:11].[CH2:12]([NH2:19])[C:13]1[CH:18]=[CH:17][CH:16]=[CH:15][CH:14]=1. Product: [CH2:12]([NH:19][C:4]1[C:5]([Cl:9])=[C:6]([Cl:8])[N:7]=[C:2]([Cl:1])[C:3]=1[Cl:11])[C:13]1[CH:18]=[CH:17][CH:16]=[CH:15][CH:14]=1. The catalyst class is: 12. (2) Reactant: Cl[C:2]1[CH:7]=[C:6]([O:8][CH2:9][C:10]#[CH:11])[N:5]=[CH:4][N:3]=1.C(=O)([O-])[O-].[K+].[K+].[CH3:18][O:19][C:20]1[CH:25]=[CH:24][CH:23]=[CH:22][C:21]=1[OH:26].[Cl-].[NH4+]. Product: [CH3:18][O:19][C:20]1[CH:25]=[CH:24][CH:23]=[CH:22][C:21]=1[O:26][C:2]1[CH:7]=[C:6]([O:8][CH2:9][C:10]#[CH:11])[N:5]=[CH:4][N:3]=1. The catalyst class is: 9. (3) Reactant: ClC1C=CC=C(C(OO)=[O:9])C=1.[C:12]1([CH2:18][CH2:19][CH:20]=[CH2:21])[CH:17]=[CH:16][CH:15]=[CH:14][CH:13]=1. Product: [O:9]1[CH2:21][CH:20]1[CH2:19][CH2:18][C:12]1[CH:17]=[CH:16][CH:15]=[CH:14][CH:13]=1. The catalyst class is: 22. (4) Reactant: Br[C:2]1[CH:7]=[C:6]([C:8]([O:12][CH3:13])([O:10][CH3:11])[CH3:9])[CH:5]=[C:4]([C:14]([F:17])([F:16])[F:15])[C:3]=1[O:18][CH3:19].C(=O)([O-])[O-].[Cs+].[Cs+].CC1(C)C2C=CC=C(P(C3C=CC=CC=3)C3C=CC=CC=3)C=2OC2C1=CC=CC=2P(C1C=CC=CC=1)C1C=CC=CC=1.[NH:68]1[CH2:73][CH2:72][O:71][CH2:70][CH2:69]1. Product: [CH3:11][O:10][C:8]([C:6]1[CH:5]=[C:4]([C:14]([F:17])([F:16])[F:15])[C:3]([O:18][CH3:19])=[C:2]([N:68]2[CH2:73][CH2:72][O:71][CH2:70][CH2:69]2)[CH:7]=1)([O:12][CH3:13])[CH3:9]. The catalyst class is: 12. (5) Reactant: [Cl:1][C:2]1[C:7](=[O:8])[N:6]([CH3:9])[CH:5]=[C:4]([NH:10][CH:11]([C:31]2[CH:36]=[CH:35][C:34]([Cl:37])=[CH:33][CH:32]=2)[C:12]2[C:13]([C:28](O)=[O:29])=[N:14][N:15]([C:18]3[C:19]([O:26][CH3:27])=[N:20][C:21]([O:24][CH3:25])=[N:22][CH:23]=3)[C:16]=2[CH3:17])[CH:3]=1. Product: [Cl:1][C:2]1[C:7](=[O:8])[N:6]([CH3:9])[CH:5]=[C:4]([N:10]2[CH:11]([C:31]3[CH:36]=[CH:35][C:34]([Cl:37])=[CH:33][CH:32]=3)[C:12]3[C:13](=[N:14][N:15]([C:18]4[C:19]([O:26][CH3:27])=[N:20][C:21]([O:24][CH3:25])=[N:22][CH:23]=4)[C:16]=3[CH3:17])[C:28]2=[O:29])[CH:3]=1. The catalyst class is: 61.